From a dataset of Forward reaction prediction with 1.9M reactions from USPTO patents (1976-2016). Predict the product of the given reaction. (1) Given the reactants [CH3:1][N:2]1[CH2:7][CH2:6][N:5]([CH2:8][C:9]2[CH:10]=[C:11]([NH:15]C(=O)OC(C)(C)C)[CH:12]=[CH:13][CH:14]=2)[CH2:4][CH2:3]1.[ClH:23], predict the reaction product. The product is: [ClH:23].[ClH:23].[ClH:23].[CH3:1][N:2]1[CH2:7][CH2:6][N:5]([CH2:8][C:9]2[CH:10]=[C:11]([CH:12]=[CH:13][CH:14]=2)[NH2:15])[CH2:4][CH2:3]1. (2) Given the reactants [CH2:1]([O:4][N:5]=[C:6]1[CH2:10][N:9]([C:11]([O:13]C(C)(C)C)=O)[C@H:8]([C:18]([OH:20])=O)[CH2:7]1)[CH:2]=[CH2:3].[C:21]([C:23]1[CH:31]=[CH:30][C:26](C(Cl)=O)=[CH:25][CH:24]=1)#[N:22].[CH3:32][O:33][CH2:34][CH2:35][NH2:36], predict the reaction product. The product is: [CH2:1]([O:4][N:5]=[C:6]1[CH2:10][N:9]([C:11](=[O:13])[C:26]2[CH:25]=[CH:24][C:23]([C:21]#[N:22])=[CH:31][CH:30]=2)[C@H:8]([C:18]([NH:36][CH2:35][CH2:34][O:33][CH3:32])=[O:20])[CH2:7]1)[CH:2]=[CH2:3]. (3) The product is: [CH:124]1([CH2:116][NH:115][C:114]([C@@H:109]([NH:108][C:107]([N:84]2[CH2:85][C@H:86]([O:88][C:89]3[C:98]4[C:93](=[CH:94][C:95]([O:99][CH3:100])=[CH:96][CH:97]=4)[N:92]=[C:91]([C:101]4[CH:106]=[CH:105][CH:104]=[CH:103][CH:102]=4)[CH:90]=3)[CH2:87][C@H:83]2[C:81]([NH:80][C@:75]2([C:73]([OH:74])=[O:72])[CH2:77][C@H:76]2[CH:78]=[CH2:79])=[O:82])=[O:127])[CH:110]([CH3:111])[CH3:112])=[O:126])[CH2:119][CH2:120][CH2:121][CH2:122][CH2:123]1. Given the reactants C(OC(N[C@H](C(O)=O)C(C)C)=O)(C)(C)C.C(OC(NC(C(C)(C)C)C(O)=O)=O)(C)(C)C.C1(N)CCCCC1.C(OC(=O)NC(C(=O)NC1C2C(=CC=CC=2)CC1O)C(C)(C)C)(C)(C)C.ClNC(=O)[O-].C([O:72][C:73]([C:75]1([NH:80][C:81]([CH:83]2[CH2:87][CH:86]([O:88][C:89]3[C:98]4[C:93](=[CH:94][C:95]([O:99][CH3:100])=[CH:96][CH:97]=4)[N:92]=[C:91]([C:101]4[CH:106]=[CH:105][CH:104]=[CH:103][CH:102]=4)[CH:90]=3)[CH2:85][N:84]2[C:107](=[O:127])[NH:108][CH:109]([C:114](=[O:126])[NH:115][CH:116]2[C:124]3[C:119](=[CH:120][CH:121]=[CH:122][CH:123]=3)CC2O)[C:110](C)([CH3:112])[CH3:111])=[O:82])[CH2:77][CH:76]1[CH:78]=[CH2:79])=[O:74])C, predict the reaction product. (4) Given the reactants [F:1][CH2:2][CH:3]1[N:8]([CH3:9])[CH2:7][CH2:6][N:5]([C:10]2[CH:11]=[CH:12][C:13]([NH2:16])=[N:14][CH:15]=2)[CH2:4]1.Br[C:18]1[C:19](=[O:26])[N:20]([CH3:25])[CH:21]=[C:22]([Br:24])[CH:23]=1.C(=O)([O-])[O-].[Cs+].[Cs+].CC1(C)C2C(=C(P(C3C=CC=CC=3)C3C=CC=CC=3)C=CC=2)OC2C(P(C3C=CC=CC=3)C3C=CC=CC=3)=CC=CC1=2, predict the reaction product. The product is: [Br:24][C:22]1[CH:23]=[C:18]([NH:16][C:13]2[CH:12]=[CH:11][C:10]([N:5]3[CH2:6][CH2:7][N:8]([CH3:9])[CH:3]([CH2:2][F:1])[CH2:4]3)=[CH:15][N:14]=2)[C:19](=[O:26])[N:20]([CH3:25])[CH:21]=1. (5) Given the reactants O=P12OP3(OP(OP(O3)(O1)=O)(=O)O2)=O.[C:15]1(C(C(C([C:15]2[C:24]3[C:19](=CC=CC=3)[CH:18]=[CH:17][CH:16]=2)C)=O)C)[C:24]2[C:19](=CC=CC=2)[CH:18]=[CH:17][CH:16]=1.[NH2:41][C:42]1[CH:55]=[CH:54][CH:53]=[CH:52][C:43]=1[C:44]([C:46]1[CH:51]=[CH:50][CH:49]=[CH:48][CH:47]=1)=O.[OH-].[Na+], predict the reaction product. The product is: [C:44]1([C:46]2[CH:47]=[CH:48][CH:49]=[CH:50][CH:51]=2)[CH:17]=[CH:16][CH:15]=[CH:24][C:43]=1[C:52]1[CH:53]=[C:54]([C:15]2[CH:16]=[CH:17][CH:18]=[CH:19][CH:24]=2)[C:55]2[C:42](=[CH:24][CH:15]=[CH:16][CH:17]=2)[N:41]=1. (6) Given the reactants [CH3:1][S:2][C:3]1[S:4][C:5]2[CH:11]=[C:10]([C:12](OCC)=[O:13])[CH:9]=[CH:8][C:6]=2[N:7]=1.[H-].C([Al+]CC(C)C)C(C)C.C(C(C(C([O-])=O)O)O)([O-])=O.[Na+].[K+], predict the reaction product. The product is: [CH3:1][S:2][C:3]1[S:4][C:5]2[CH:11]=[C:10]([CH2:12][OH:13])[CH:9]=[CH:8][C:6]=2[N:7]=1. (7) Given the reactants [CH3:1][O:2][C:3]1[CH:8]=[CH:7][C:6]([O:9][CH3:10])=[CH:5][C:4]=1[CH:11]1[CH2:15][CH2:14][CH2:13][CH:12]1[CH2:16]OS(C)(=O)=O.[C-:22]#[N:23].[Na+], predict the reaction product. The product is: [CH3:1][O:2][C:3]1[CH:8]=[CH:7][C:6]([O:9][CH3:10])=[CH:5][C:4]=1[CH:11]1[CH2:15][CH2:14][CH2:13][CH:12]1[CH2:16][C:22]#[N:23].